From a dataset of NCI-60 drug combinations with 297,098 pairs across 59 cell lines. Regression. Given two drug SMILES strings and cell line genomic features, predict the synergy score measuring deviation from expected non-interaction effect. (1) Drug 1: COC1=C(C=C2C(=C1)N=CN=C2NC3=CC(=C(C=C3)F)Cl)OCCCN4CCOCC4. Drug 2: CCC1=CC2CC(C3=C(CN(C2)C1)C4=CC=CC=C4N3)(C5=C(C=C6C(=C5)C78CCN9C7C(C=CC9)(C(C(C8N6C)(C(=O)OC)O)OC(=O)C)CC)OC)C(=O)OC.C(C(C(=O)O)O)(C(=O)O)O. Cell line: SF-295. Synergy scores: CSS=57.1, Synergy_ZIP=7.72, Synergy_Bliss=11.2, Synergy_Loewe=4.16, Synergy_HSA=14.1. (2) Drug 1: C1CCN(CC1)CCOC2=CC=C(C=C2)C(=O)C3=C(SC4=C3C=CC(=C4)O)C5=CC=C(C=C5)O. Drug 2: CC1C(C(CC(O1)OC2CC(OC(C2O)C)OC3=CC4=CC5=C(C(=O)C(C(C5)C(C(=O)C(C(C)O)O)OC)OC6CC(C(C(O6)C)O)OC7CC(C(C(O7)C)O)OC8CC(C(C(O8)C)O)(C)O)C(=C4C(=C3C)O)O)O)O. Cell line: OVCAR3. Synergy scores: CSS=2.65, Synergy_ZIP=-1.55, Synergy_Bliss=-2.19, Synergy_Loewe=-35.4, Synergy_HSA=-5.29. (3) Synergy scores: CSS=7.02, Synergy_ZIP=-0.710, Synergy_Bliss=5.77, Synergy_Loewe=5.78, Synergy_HSA=4.87. Drug 2: C1CC(=O)NC(=O)C1N2C(=O)C3=CC=CC=C3C2=O. Drug 1: C1CCN(CC1)CCOC2=CC=C(C=C2)C(=O)C3=C(SC4=C3C=CC(=C4)O)C5=CC=C(C=C5)O. Cell line: PC-3.